From a dataset of TCR-epitope binding with 47,182 pairs between 192 epitopes and 23,139 TCRs. Binary Classification. Given a T-cell receptor sequence (or CDR3 region) and an epitope sequence, predict whether binding occurs between them. (1) The epitope is TPRVTGGGAM. The TCR CDR3 sequence is CASSLDPEKLFF. Result: 0 (the TCR does not bind to the epitope). (2) The epitope is RAKFKQLL. The TCR CDR3 sequence is CASSYSGGGNGYTF. Result: 0 (the TCR does not bind to the epitope).